From a dataset of Full USPTO retrosynthesis dataset with 1.9M reactions from patents (1976-2016). Predict the reactants needed to synthesize the given product. (1) Given the product [C:1]([O:5][C:6]([C:8]1[CH:9]=[C:10]([C:22]#[C:23][C:31]2[CH:32]=[CH:33][C:28]([CH2:27][C:26]([O:25][CH3:24])=[O:35])=[CH:29][CH:30]=2)[CH:11]=[C:12]2[C:17]=1[O:16][C:15]([CH3:19])([CH3:18])[CH2:14][C:13]2([CH3:21])[CH3:20])=[O:7])([CH3:4])([CH3:3])[CH3:2], predict the reactants needed to synthesize it. The reactants are: [C:1]([O:5][C:6]([C:8]1[CH:9]=[C:10]([C:22]#[CH:23])[CH:11]=[C:12]2[C:17]=1[O:16][C:15]([CH3:19])([CH3:18])[CH2:14][C:13]2([CH3:21])[CH3:20])=[O:7])([CH3:4])([CH3:3])[CH3:2].[CH3:24][O:25][C:26](=[O:35])[CH2:27][C:28]1[CH:33]=[CH:32][C:31](I)=[CH:30][CH:29]=1.C(N(CC)CC)C.C(OCC)(=O)C. (2) Given the product [CH:10]1([C:8]2[NH:7][C:6]3[CH:13]=[C:2]([C:33]4[C:29]([CH3:28])=[N:30][O:31][C:32]=4[CH2:43][OH:44])[CH:3]=[C:4]([C:14]([C:22]4[CH:27]=[CH:26][CH:25]=[CH:24][N:23]=4)([C:16]4[CH:21]=[CH:20][CH:19]=[CH:18][N:17]=4)[OH:15])[C:5]=3[N:9]=2)[CH2:12][CH2:11]1, predict the reactants needed to synthesize it. The reactants are: Br[C:2]1[CH:3]=[C:4]([C:14]([C:22]2[CH:27]=[CH:26][CH:25]=[CH:24][N:23]=2)([C:16]2[CH:21]=[CH:20][CH:19]=[CH:18][N:17]=2)[OH:15])[C:5]2[N:9]=[C:8]([CH:10]3[CH2:12][CH2:11]3)[NH:7][C:6]=2[CH:13]=1.[CH3:28][C:29]1[C:33](B2OC(C)(C)C(C)(C)O2)=[C:32]([CH2:43][O:44][Si](C(C)C)(C(C)C)C(C)C)[O:31][N:30]=1.C(=O)([O-])[O-].[Cs+].[Cs+]. (3) Given the product [F:30][C:2]([F:1])([F:31])[C:3]1[CH:4]=[C:5]([C:13]([C:25]([F:28])([F:27])[F:26])=[CH:14][C:15]([C:17]2[CH:22]=[CH:21][C:20]([CH3:23])=[C:19]([Cl:24])[CH:18]=2)=[O:16])[CH:6]=[C:7]([C:9]([F:10])([F:11])[F:12])[CH:8]=1, predict the reactants needed to synthesize it. The reactants are: [F:1][C:2]([F:31])([F:30])[C:3]1[CH:4]=[C:5]([C:13](O)([C:25]([F:28])([F:27])[F:26])[CH2:14][C:15]([C:17]2[CH:22]=[CH:21][C:20]([CH3:23])=[C:19]([Cl:24])[CH:18]=2)=[O:16])[CH:6]=[C:7]([C:9]([F:12])([F:11])[F:10])[CH:8]=1.C1(C)C=CC=CC=1.C(OC(=O)C)(=O)C. (4) The reactants are: [CH3:1][Si:2]([CH3:55])([CH3:54])[CH2:3][CH2:4][O:5][CH2:6][N:7]([CH2:46][O:47][CH2:48][CH2:49][Si:50]([CH3:53])([CH3:52])[CH3:51])[C:8]1[N:13]2[N:14]=[CH:15][C:16]([C:17]3[CH:18]=[N:19][N:20]([C:22]4[CH:27]=[CH:26][CH:25]=[CH:24][CH:23]=4)[CH:21]=3)=[C:12]2[N:11]=[C:10]([CH:28]2[CH2:33][CH2:32][C:31]([O:41][CH2:42][CH2:43][O:44][CH3:45])([C:34]([O:36][CH2:37][CH2:38][O:39][CH3:40])=[O:35])[CH2:30][CH2:29]2)[CH:9]=1.C1C(=O)N([Br:63])C(=O)C1. Given the product [CH3:55][Si:2]([CH3:1])([CH3:54])[CH2:3][CH2:4][O:5][CH2:6][N:7]([CH2:46][O:47][CH2:48][CH2:49][Si:50]([CH3:53])([CH3:52])[CH3:51])[C:8]1[N:13]2[N:14]=[CH:15][C:16]([C:17]3[CH:18]=[N:19][N:20]([C:22]4[CH:23]=[CH:24][CH:25]=[CH:26][CH:27]=4)[CH:21]=3)=[C:12]2[N:11]=[C:10]([CH:28]2[CH2:33][CH2:32][C:31]([O:41][CH2:42][CH2:43][O:44][CH3:45])([C:34]([O:36][CH2:37][CH2:38][O:39][CH3:40])=[O:35])[CH2:30][CH2:29]2)[C:9]=1[Br:63], predict the reactants needed to synthesize it. (5) Given the product [NH:3]1[C:11]2[C:6](=[CH:7][CH:8]=[CH:9][CH:10]=2)[C:5]([CH:12]2[CH2:17][CH2:16][CH:15]([NH:18][CH:19]([CH:23]3[CH2:24][CH2:25][N:26]([C:41](=[O:42])/[CH:40]=[CH:39]/[C:37]4[CH:36]=[CH:35][C:33]5[O:34][C:30]([F:44])([F:29])[O:31][C:32]=5[CH:38]=4)[CH2:27][CH2:28]3)[C:20]([NH2:22])=[O:21])[CH2:14][CH2:13]2)=[CH:4]1, predict the reactants needed to synthesize it. The reactants are: Cl.Cl.[NH:3]1[C:11]2[C:6](=[CH:7][CH:8]=[CH:9][CH:10]=2)[C:5]([CH:12]2[CH2:17][CH2:16][CH:15]([NH:18][CH:19]([CH:23]3[CH2:28][CH2:27][NH:26][CH2:25][CH2:24]3)[C:20]([NH2:22])=[O:21])[CH2:14][CH2:13]2)=[CH:4]1.[F:29][C:30]1([F:44])[O:34][C:33]2[CH:35]=[CH:36][C:37](/[CH:39]=[CH:40]/[C:41](O)=[O:42])=[CH:38][C:32]=2[O:31]1. (6) Given the product [C:8]([C:6]1[CH:5]=[C:4]([Cl:14])[C:3]([NH:15][C:16]2[C:25]3[CH:26]=[CH:27][NH:28][C:29](=[O:30])[C:24]=3[C:23]3[C:18](=[CH:19][CH:20]=[N:21][CH:22]=3)[N:17]=2)=[C:2]([Cl:1])[CH:7]=1)(=[O:9])[CH3:13], predict the reactants needed to synthesize it. The reactants are: [Cl:1][C:2]1[CH:7]=[C:6]([C:8]2([CH3:13])OCC[O:9]2)[CH:5]=[C:4]([Cl:14])[C:3]=1[NH:15][C:16]1[C:25]2[CH:26]=[CH:27][N:28]=[C:29]([O:30]CC)[C:24]=2[C:23]2[C:18](=[CH:19][CH:20]=[N:21][CH:22]=2)[N:17]=1.ClC1C=C(C2(C)OCCO2)C=C(Cl)C=1NC1C2C=CN=C(OC)C=2C2C(=CC=NC=2)N=1.Cl.C([O-])(O)=O.[Na+].